This data is from Forward reaction prediction with 1.9M reactions from USPTO patents (1976-2016). The task is: Predict the product of the given reaction. (1) Given the reactants [Br:1][C:2]1[CH:28]=[N:27][C:5]2[N:6]=[C:7]([N:13]3[CH2:16][C:15]([N:18](C)[C:19](=O)OC(C)(C)C)([CH3:17])[CH2:14]3)[C:8]3[N:9]([CH:10]=[N:11][N:12]=3)[C:4]=2[CH:3]=1, predict the reaction product. The product is: [Br:1][C:2]1[CH:28]=[N:27][C:5]2[N:6]=[C:7]([N:13]3[CH2:16][C:15]([CH3:17])([NH:18][CH3:19])[CH2:14]3)[C:8]3[N:9]([CH:10]=[N:11][N:12]=3)[C:4]=2[CH:3]=1. (2) Given the reactants [F:1][C:2]([F:40])([F:39])[CH:3]([OH:38])[CH2:4][C@@H:5]([NH:10][C:11]1[C:16]([F:17])=[CH:15][N:14]=[C:13]([C:18]2[C:26]3[C:21](=[N:22][CH:23]=[C:24]([F:27])[CH:25]=3)[N:20](S(C3C=CC(C)=CC=3)(=O)=O)[CH:19]=2)[N:12]=1)[C:6]([CH3:9])([CH3:8])[CH3:7].C[O-].[Na+].C([O-])(O)=O.[Na+], predict the reaction product. The product is: [F:40][C:2]([F:1])([F:39])[CH:3]([OH:38])[CH2:4][C@@H:5]([NH:10][C:11]1[C:16]([F:17])=[CH:15][N:14]=[C:13]([C:18]2[C:26]3[C:21](=[N:22][CH:23]=[C:24]([F:27])[CH:25]=3)[NH:20][CH:19]=2)[N:12]=1)[C:6]([CH3:7])([CH3:8])[CH3:9]. (3) The product is: [F:44][C:41]1[CH:42]=[CH:43][C:38]([C:31]2[C:12]3[C:11](=[CH:16][CH:15]=[CH:14][C:13]=3[O:17][C@H:18]([C:22]3[CH:23]=[CH:24][CH:25]=[CH:26][CH:27]=3)[C@@H:19]([NH2:21])[CH3:20])[NH:33][N:32]=2)=[CH:39][CH:40]=1. Given the reactants FC1C=CC(N2[C:16]3[C:11](=[CH:12][C:13]([O:17][C@H:18]([C:22]4[CH:27]=[CH:26][CH:25]=[CH:24][CH:23]=4)[C@@H:19]([NH2:21])[CH3:20])=[CH:14][CH:15]=3)C=N2)=CC=1.IC1C=CC=C2C=1[C:31]([C:38]1[CH:43]=[CH:42][C:41]([F:44])=[CH:40][CH:39]=1)=[N:32][NH:33]2.C[C@H](N)[C@H](O)C1C=CC=CC=1, predict the reaction product. (4) Given the reactants [Cl:1][C:2]1[CH:7]=[CH:6][C:5]([NH:8][C:9](=[O:24])[C:10]2[CH:15]=[CH:14][CH:13]=[C:12](/[CH:16]=[CH:17]\[C:18]3[CH:23]=[CH:22][CH:21]=[CH:20][N:19]=3)[CH:11]=2)=[CH:4][CH:3]=1.II, predict the reaction product. The product is: [Cl:1][C:2]1[CH:3]=[CH:4][C:5]([NH:8][C:9](=[O:24])[C:10]2[CH:15]=[CH:14][CH:13]=[C:12](/[CH:16]=[CH:17]/[C:18]3[CH:23]=[CH:22][CH:21]=[CH:20][N:19]=3)[CH:11]=2)=[CH:6][CH:7]=1. (5) The product is: [CH2:1]([N:3]([CH2:29][C:30]1[CH:31]=[CH:32][C:33]([O:36][CH:37]2[CH2:43][CH:42]3[N:44]([CH3:45])[CH:39]([CH2:40][CH2:41]3)[CH2:38]2)=[CH:34][CH:35]=1)[C:4]1[CH:9]=[C:8]([O:10][CH3:11])[CH:7]=[CH:6][C:5]=1[CH:12]1[CH2:21][CH2:20][C:19]2[CH:18]=[C:17]([OH:22])[CH:16]=[CH:15][C:14]=2[CH2:13]1)[CH3:2]. Given the reactants [CH2:1]([N:3]([CH2:29][C:30]1[CH:35]=[CH:34][C:33]([O:36][CH:37]2[CH2:43][CH:42]3[N:44]([CH3:45])[CH:39]([CH2:40][CH2:41]3)[CH2:38]2)=[CH:32][CH:31]=1)[C:4]1[CH:9]=[C:8]([O:10][CH3:11])[CH:7]=[CH:6][C:5]=1[CH:12]1[CH2:21][CH2:20][C:19]2[CH:18]=[C:17]([O:22]C(=O)C(C)(C)C)[CH:16]=[CH:15][C:14]=2[CH2:13]1)[CH3:2].[OH-].[Na+].Cl, predict the reaction product. (6) Given the reactants [F:1][C:2]1[CH:9]=[CH:8][C:5]([C:6]#[N:7])=[CH:4][C:3]=1[CH:10]([OH:21])[C:11]1[CH:20]=[CH:19][C:18]2[C:13](=[CH:14][CH:15]=[CH:16][CH:17]=2)[CH:12]=1.CS(C)=O.C(Cl)(=O)C(Cl)=O.C(N(CC)CC)C, predict the reaction product. The product is: [F:1][C:2]1[CH:9]=[CH:8][C:5]([C:6]#[N:7])=[CH:4][C:3]=1[C:10]([C:11]1[CH:20]=[CH:19][C:18]2[C:13](=[CH:14][CH:15]=[CH:16][CH:17]=2)[CH:12]=1)=[O:21]. (7) Given the reactants C(OC([N:8]1[CH2:12][CH2:11][CH2:10][CH:9]1[C:13]1[CH:18]=[CH:17][C:16]([C:19]2[CH:24]=[CH:23][C:22]([C@H:25]3[O:29]C(C)(C)[N:27]([C:32](=[O:36])[CH:33]([F:35])[F:34])[C@@H:26]3[CH2:37][F:38])=[CH:21][CH:20]=2)=[CH:15][N:14]=1)=O)(C)(C)C.C(Cl)Cl.FC(F)(F)C(O)=O.O, predict the reaction product. The product is: [F:35][CH:33]([F:34])[C:32]([NH:27][C@H:26]([CH2:37][F:38])[C@H:25]([OH:29])[C:22]1[CH:21]=[CH:20][C:19]([C:16]2[CH:15]=[N:14][C:13]([CH:9]3[CH2:10][CH2:11][CH2:12][NH:8]3)=[CH:18][CH:17]=2)=[CH:24][CH:23]=1)=[O:36]. (8) Given the reactants [N:1]1[CH:6]=[CH:5][CH:4]=[CH:3][C:2]=1[NH:7][C:8](=[O:16])OC1C=CC=CC=1.[CH3:17][O:18][C:19]1[C:29]2[N:28]3[CH2:30][C@H:25]([CH2:26][CH2:27]3)[NH:24][C:23]=2[N:22]=[C:21]([C:31]2[CH:36]=[CH:35][CH:34]=[C:33]([C:37]([F:40])([F:39])[F:38])[CH:32]=2)[CH:20]=1, predict the reaction product. The product is: [CH3:17][O:18][C:19]1[C:29]2[N:28]3[CH2:30][C@H:25]([CH2:26][CH2:27]3)[N:24]([C:8]([NH:7][C:2]3[CH:3]=[CH:4][CH:5]=[CH:6][N:1]=3)=[O:16])[C:23]=2[N:22]=[C:21]([C:31]2[CH:36]=[CH:35][CH:34]=[C:33]([C:37]([F:40])([F:38])[F:39])[CH:32]=2)[CH:20]=1.